This data is from Full USPTO retrosynthesis dataset with 1.9M reactions from patents (1976-2016). The task is: Predict the reactants needed to synthesize the given product. (1) The reactants are: [H-].[Na+].[O:3]1[CH2:7][CH2:6][NH:5][C:4]1=[O:8].Br[CH2:10][C:11]1[CH:16]=[CH:15][C:14]([N+:17]([O-:19])=[O:18])=[CH:13][C:12]=1[F:20].O. Given the product [F:20][C:12]1[CH:13]=[C:14]([N+:17]([O-:19])=[O:18])[CH:15]=[CH:16][C:11]=1[CH2:10][N:5]1[CH2:6][CH2:7][O:3][C:4]1=[O:8], predict the reactants needed to synthesize it. (2) Given the product [S:1]1[C:6]2[CH:7]=[CH:8][CH:9]=[CH:10][C:5]=2[N:4]([CH2:11][CH2:12][O:13][C:14]2[CH:15]=[CH:16][C:17]([CH2:20][CH:21]([O:25][CH2:26][CH3:27])[C:22]([O:24][C:34]3[CH:35]=[CH:36][C:31]([N+:28]([O-:30])=[O:29])=[CH:32][CH:33]=3)=[O:23])=[CH:18][CH:19]=2)[CH2:3][CH2:2]1, predict the reactants needed to synthesize it. The reactants are: [S:1]1[C:6]2[CH:7]=[CH:8][CH:9]=[CH:10][C:5]=2[N:4]([CH2:11][CH2:12][O:13][C:14]2[CH:19]=[CH:18][C:17]([CH2:20][CH:21]([O:25][CH2:26][CH3:27])[C:22]([OH:24])=[O:23])=[CH:16][CH:15]=2)[CH2:3][CH2:2]1.[N+:28]([C:31]1[CH:36]=[CH:35][C:34](O)=[CH:33][CH:32]=1)([O-:30])=[O:29]. (3) Given the product [Br:10][C:5]1[CH:4]=[N:3][C:2]2[NH:1][C:11](=[O:12])[O:9][CH2:8][C:7]=2[CH:6]=1, predict the reactants needed to synthesize it. The reactants are: [NH2:1][C:2]1[C:7]([CH2:8][OH:9])=[CH:6][C:5]([Br:10])=[CH:4][N:3]=1.[C:11](=O)(OC)[O:12]C.C[O-].[Na+]. (4) Given the product [OH:20][N:19]=[CH:11][C:10]1[CH:13]=[CH:14][C:7]([CH3:6])=[C:8]([N+:15]([O-:17])=[O:16])[CH:9]=1, predict the reactants needed to synthesize it. The reactants are: C([O-])(=O)C.[Na+].[CH3:6][C:7]1[CH:14]=[CH:13][C:10]([CH:11]=O)=[CH:9][C:8]=1[N+:15]([O-:17])=[O:16].Cl.[NH2:19][OH:20].C(O)C. (5) Given the product [CH3:47][C:48]1[CH:49]=[CH:50][C:51]([S:54]([O:57][CH2:58][CH:59]2[CH2:63][C:62]3[CH:64]=[CH:65][CH:66]=[C:67]([C:68]4[CH:73]=[CH:72][CH:71]=[CH:70][CH:69]=4)[C:61]=3[O:60]2)(=[O:55])=[O:56])=[CH:52][CH:53]=1, predict the reactants needed to synthesize it. The reactants are: CC1C=CC(S(OCC2CC3C=CC=C(OS(C(F)(F)F)(=O)=O)C=3O2)(=O)=O)=CC=1.C1(B(O)O)C=CC=CC=1.P([O-])([O-])([O-])=O.[K+].[K+].[K+].[CH3:47][C:48]1[CH:53]=[CH:52][C:51]([S:54]([O:57][CH2:58][CH:59]2[CH2:63][C:62]3[CH:64]=[CH:65][CH:66]=[C:67]([C:68]4[CH:73]=[C:72](C(F)(F)F)[CH:71]=[C:70](C(F)(F)F)[CH:69]=4)[C:61]=3[O:60]2)(=[O:56])=[O:55])=[CH:50][CH:49]=1. (6) The reactants are: [OH:1][CH:2]([C:11]1[CH:16]=[CH:15][C:14]([CH2:17][O:18][Si:19]([CH:26]([CH3:28])[CH3:27])([CH:23]([CH3:25])[CH3:24])[CH:20]([CH3:22])[CH3:21])=[CH:13][CH:12]=1)[C:3]1[CH:4]=[C:5]([CH:8]=[CH:9][CH:10]=1)[C:6]#[N:7].CC(OI1(OC(C)=O)(OC(C)=O)OC(=O)C2C=CC=CC1=2)=O.ClCCl. Given the product [CH:26]([Si:19]([CH:20]([CH3:22])[CH3:21])([CH:23]([CH3:25])[CH3:24])[O:18][CH2:17][C:14]1[CH:13]=[CH:12][C:11]([C:2]([C:3]2[CH:4]=[C:5]([CH:8]=[CH:9][CH:10]=2)[C:6]#[N:7])=[O:1])=[CH:16][CH:15]=1)([CH3:28])[CH3:27], predict the reactants needed to synthesize it. (7) Given the product [C@@H:3]1([O:22][P:23]([OH:26])([OH:25])=[O:24])[C@@H:4]([O:17][P:18]([OH:20])([OH:21])=[O:19])[C@H:5]([O:12][P:13]([OH:15])([OH:16])=[O:14])[C@@H:6]([O:7][P:8]([OH:11])([OH:10])=[O:9])[C@@H:1]([O:32][P:33]([OH:36])([OH:35])=[O:34])[C@H:2]1[O:27][P:28]([OH:30])([OH:31])=[O:29], predict the reactants needed to synthesize it. The reactants are: [CH:1]1([O:32][P:33]([OH:36])([OH:35])=[O:34])[CH:6]([O:7][P:8]([OH:11])([OH:10])=[O:9])[CH:5]([O:12][P:13]([OH:16])([OH:15])=[O:14])[CH:4]([O:17][P:18]([OH:21])([OH:20])=[O:19])[CH:3]([O:22][P:23]([OH:26])([OH:25])=[O:24])[CH:2]1[O:27][P:28]([OH:31])([OH:30])=[O:29].Cl.